From a dataset of Reaction yield outcomes from USPTO patents with 853,638 reactions. Predict the reaction yield, written as a fraction of the theoretical maximum amount of product (1.0 means a 100% yield; for example, 0.34 means a 34% yield). (1) The reactants are [CH3:1][NH:2]N.Cl.[CH2:5]([O:7][C:8](=[O:21])[C:9](=[CH:17][N:18](C)C)[C:10](=O)[C:11]([O:13][CH2:14][CH3:15])=[O:12])[CH3:6]. The catalyst is C(O)C. The product is [CH2:14]([O:13][C:11]([C:10]1[N:2]([CH3:1])[N:18]=[CH:17][C:9]=1[C:8]([O:7][CH2:5][CH3:6])=[O:21])=[O:12])[CH3:15]. The yield is 0.360. (2) The reactants are [C:1]1(=[O:9])[CH2:8][CH2:7][CH2:6][CH2:5][CH2:4][CH2:3][CH2:2]1.C(N(CC)CC)C.Cl[Si:18]([CH3:21])([CH3:20])[CH3:19]. The catalyst is CN(C=O)C. The product is [C:1]1([O:9][Si:18]([CH3:21])([CH3:20])[CH3:19])[CH2:8][CH2:7][CH2:6][CH2:5][CH2:4][CH2:3][CH:2]=1. The yield is 0.930. (3) The reactants are [Br:1][C:2]1[CH:9]=[CH:8][C:5]([CH2:6][OH:7])=[CH:4][CH:3]=1.F[C:11]1[CH:16]=[CH:15][CH:14]=[CH:13][N:12]=1.CC(C)([O-])C.[K+].C(=O)(O)[O-].[Na+]. The catalyst is O1CCCC1.CCCCCCC. The product is [Br:1][C:2]1[CH:9]=[CH:8][C:5]([CH2:6][O:7][C:11]2[CH:16]=[CH:15][CH:14]=[CH:13][N:12]=2)=[CH:4][CH:3]=1. The yield is 0.932. (4) The reactants are [CH2:1]([C:3]1[CH:8]=[CH:7][N:6]=[C:5]([NH2:9])[CH:4]=1)[CH3:2].C([O-])(=O)C.[K+].[I:15]Cl. The catalyst is C(O)(=O)C. The product is [NH2:9][C:5]1[CH:4]=[C:3]([CH2:1][CH3:2])[C:8]([I:15])=[CH:7][N:6]=1. The yield is 0.740. (5) The reactants are C([O:5][C:6]([C:8]1[S:9][C:10]([C:24]2[CH:28]=[CH:27][N:26](S(=O)(=O)N(C)C)[N:25]=2)=[CH:11][C:12]=1[NH:13][S:14]([C:17]1[C:18]([CH3:23])=[CH:19][CH:20]=[CH:21][CH:22]=1)(=[O:16])=[O:15])=[O:7])(C)(C)C.Cl. The catalyst is O1CCOCC1.CO.O. The product is [NH:26]1[CH:27]=[CH:28][C:24]([C:10]2[S:9][C:8]([C:6]([OH:7])=[O:5])=[C:12]([NH:13][S:14]([C:17]3[C:18]([CH3:23])=[CH:19][CH:20]=[CH:21][CH:22]=3)(=[O:16])=[O:15])[CH:11]=2)=[N:25]1. The yield is 0.652. (6) The yield is 0.910. The product is [F:31][C:30]([F:32])([F:33])[C:21]1[CH:22]=[C:23]([C:26]([F:29])([F:27])[F:28])[CH:24]=[CH:25][C:20]=1[CH2:19][O:1][C:2]1[C:3]([O:10][CH3:11])=[C:4]([CH:7]=[CH:8][CH:9]=1)[CH:5]=[O:6]. The catalyst is CN(C)C=O. The reactants are [OH:1][C:2]1[C:3]([O:10][CH3:11])=[C:4]([CH:7]=[CH:8][CH:9]=1)[CH:5]=[O:6].C(=O)([O-])[O-].[K+].[K+].Br[CH2:19][C:20]1[CH:25]=[CH:24][C:23]([C:26]([F:29])([F:28])[F:27])=[CH:22][C:21]=1[C:30]([F:33])([F:32])[F:31].O. (7) The reactants are [C:1]([O:5][C:6]([N:8]1[CH2:13][CH2:12][CH:11]([O:14][C:15]2[CH:20]=[CH:19][C:18]([NH:21][CH2:22]/[CH:23]=[CH:24]/[C:25]3[CH:26]=[C:27]([CH:30]=[CH:31][CH:32]=3)[C:28]#[N:29])=[CH:17][CH:16]=2)[CH2:10][CH2:9]1)=[O:7])([CH3:4])([CH3:3])[CH3:2].[CH2:33]1OC(O)C[O:35][CH:34]1O.C(O)(=O)C.C([BH3-])#N.[Na+]. The catalyst is ClCCl.O. The product is [C:1]([O:5][C:6]([N:8]1[CH2:13][CH2:12][CH:11]([O:14][C:15]2[CH:20]=[CH:19][C:18]([N:21]([CH2:22]/[CH:23]=[CH:24]/[C:25]3[CH:26]=[C:27]([CH:30]=[CH:31][CH:32]=3)[C:28]#[N:29])[CH2:33][CH2:34][OH:35])=[CH:17][CH:16]=2)[CH2:10][CH2:9]1)=[O:7])([CH3:4])([CH3:2])[CH3:3]. The yield is 0.500.